From a dataset of Full USPTO retrosynthesis dataset with 1.9M reactions from patents (1976-2016). Predict the reactants needed to synthesize the given product. (1) Given the product [CH2:19]([O:21][C:22](=[O:35])[CH2:23][N:24]1[C:32]2[C:27](=[CH:28][C:29]([F:33])=[CH:30][CH:31]=2)[C:26]([CH2:13][C:12]2[CH:15]=[CH:16][CH:17]=[CH:18][C:11]=2[S:8]([CH2:1][C:2]2[CH:7]=[CH:6][CH:5]=[CH:4][CH:3]=2)(=[O:10])=[O:9])=[C:25]1[CH3:34])[CH3:20], predict the reactants needed to synthesize it. The reactants are: [CH2:1]([S:8]([C:11]1[CH:18]=[CH:17][CH:16]=[CH:15][C:12]=1[CH:13]=O)(=[O:10])=[O:9])[C:2]1[CH:7]=[CH:6][CH:5]=[CH:4][CH:3]=1.[CH2:19]([O:21][C:22](=[O:35])[CH2:23][N:24]1[C:32]2[C:27](=[CH:28][C:29]([F:33])=[CH:30][CH:31]=2)[CH:26]=[C:25]1[CH3:34])[CH3:20].C([SiH](CC)CC)C.FC(F)(F)C(O)=O.C([O-])(O)=O.[Na+]. (2) Given the product [NH2:17][C:16]1[C:11]([C:9]([NH:34][C:32]2[NH:31][N:30]=[C:29]([C:27]([OH:26])=[O:28])[N:33]=2)=[O:10])=[N:12][C:13]([Br:22])=[C:14]([C:18]([F:19])([F:21])[F:20])[N:15]=1, predict the reactants needed to synthesize it. The reactants are: FC(F)(F)C1C=C(N[C:9]([C:11]2[C:16]([NH2:17])=[N:15][C:14]([C:18]([F:21])([F:20])[F:19])=[C:13]([Br:22])[N:12]=2)=[O:10])NN=1.C[O:26][C:27]([C:29]1[N:33]=[C:32]([NH2:34])[NH:31][N:30]=1)=[O:28]. (3) Given the product [Br:9][C:10]1[CH:22]=[CH:21][C:20]([O:23][CH3:24])=[CH:19][C:11]=1[CH2:12][CH:13]1[CH2:14][CH2:15][N:16]([C:36](=[O:37])[CH2:35][C@H:32]2[CH2:31][CH2:30][C@H:29]([NH:28][C:25](=[O:27])[CH3:26])[CH2:34][CH2:33]2)[CH2:17][CH2:18]1, predict the reactants needed to synthesize it. The reactants are: C(N(CC)CC)C.Cl.[Br:9][C:10]1[CH:22]=[CH:21][C:20]([O:23][CH3:24])=[CH:19][C:11]=1[CH2:12][CH:13]1[CH2:18][CH2:17][NH:16][CH2:15][CH2:14]1.[C:25]([NH:28][C@H:29]1[CH2:34][CH2:33][C@H:32]([CH2:35][C:36](O)=[O:37])[CH2:31][CH2:30]1)(=[O:27])[CH3:26].ON1C2C=CC=CC=2N=N1.Cl.C(N=C=NCCCN(C)C)C. (4) Given the product [CH:23]1([CH2:22][NH:26][C@H:46]2[CH2:44][CH2:43][N:42]([C:49]([O:51][C:1]([CH3:5])([CH3:4])[CH3:2])=[O:50])[CH2:45]2)[CH2:24][CH2:25][CH2:20]1, predict the reactants needed to synthesize it. The reactants are: [CH:1]1([CH2:5]O)[CH2:4]C[CH2:2]1.[C:24]1(P([C:20]2[CH:25]=[CH:24][CH:23]=[CH:22]C=2)[C:24]2[CH:25]=[CH:20]C=[CH:22][CH:23]=2)[CH:25]=[CH:20]C=[CH:22][CH:23]=1.[N:26](C(OC(C)C)=O)=NC(OC(C)C)=O.C([N:42]([CH2:45][CH3:46])[CH2:43][CH3:44])C.SC[C:49]([OH:51])=[O:50]. (5) Given the product [Cl:4][C:5]1[N:10]=[CH:9][C:8]([NH:11][C:12](=[O:30])[C:13]2[CH:18]=[CH:17][N:16]=[C:15]([NH:19][C:20]3[CH:25]=[CH:24][C:23]([C:26]([F:28])([F:27])[F:29])=[CH:22][N:21]=3)[CH:14]=2)=[C:7]([C:31]([CH:33]2[CH2:35][CH2:34]2)([OH:32])[CH3:1])[CH:6]=1, predict the reactants needed to synthesize it. The reactants are: [CH3:1][Mg]Br.[Cl:4][C:5]1[N:10]=[CH:9][C:8]([NH:11][C:12](=[O:30])[C:13]2[CH:18]=[CH:17][N:16]=[C:15]([NH:19][C:20]3[CH:25]=[CH:24][C:23]([C:26]([F:29])([F:28])[F:27])=[CH:22][N:21]=3)[CH:14]=2)=[C:7]([C:31]([CH:33]2[CH2:35][CH2:34]2)=[O:32])[CH:6]=1. (6) The reactants are: Cl.[NH2:2][C:3]1[N:7]([CH2:8][CH2:9][OH:10])[N:6]=[CH:5][C:4]=1[N:11]=[O:12].O.N. Given the product [NH2:2][C:3]1[N:7]([CH2:8][CH2:9][OH:10])[N:6]=[CH:5][C:4]=1[N:11]=[O:12], predict the reactants needed to synthesize it. (7) Given the product [NH2:20][C:10]1[CH:11]=[C:12]([CH:18]=[CH:19][C:9]=1[NH:8][CH:5]1[CH2:4][CH2:3][CH:2]([CH3:1])[CH2:7][CH2:6]1)[C:13]([O:15][CH2:16][CH3:17])=[O:14], predict the reactants needed to synthesize it. The reactants are: [CH3:1][CH:2]1[CH2:7][CH2:6][CH:5]([NH:8][C:9]2[CH:19]=[CH:18][C:12]([C:13]([O:15][CH2:16][CH3:17])=[O:14])=[CH:11][C:10]=2[N+:20]([O-])=O)[CH2:4][CH2:3]1.[H][H]. (8) Given the product [CH3:36][CH:35]([O:34][C:32]([C:31](=[O:38])[NH:21][C@@H:19]([CH3:20])[C@H:18]([O:17][C:13]1[CH:12]=[C:11]2[C:16](=[CH:15][CH:14]=1)[N:8]([C:5]1[CH:4]=[CH:3][C:2]([F:1])=[CH:7][CH:6]=1)[N:9]=[CH:10]2)[C:22]1[CH:27]=[CH:26][CH:25]=[C:24]([O:28][CH3:29])[CH:23]=1)=[O:33])[CH3:37], predict the reactants needed to synthesize it. The reactants are: [F:1][C:2]1[CH:7]=[CH:6][C:5]([N:8]2[C:16]3[C:11](=[CH:12][C:13]([O:17][C@H:18]([C:22]4[CH:27]=[CH:26][CH:25]=[C:24]([O:28][CH3:29])[CH:23]=4)[C@@H:19]([NH2:21])[CH3:20])=[CH:14][CH:15]=3)[CH:10]=[N:9]2)=[CH:4][CH:3]=1.Cl[C:31](=[O:38])[C:32]([O:34][CH:35]([CH3:37])[CH3:36])=[O:33]. (9) Given the product [F:48][CH2:47][CH2:46][CH2:45][O:44][C:40]1[CH:39]=[C:38]([C:30]2([C:12]3[CH:13]=[C:14]([CH3:21])[C:15]([O:19][CH3:20])=[C:16]([CH3:18])[CH:17]=3)[C:29]3[C:24](=[N:25][CH:26]=[CH:27][CH:28]=3)[C:22]([NH2:23])=[N:31]2)[CH:43]=[CH:42][CH:41]=1, predict the reactants needed to synthesize it. The reactants are: C([Li])CCC.C([Mg]Br)(C)C.Br[C:12]1[CH:13]=[C:14]([CH3:21])[C:15]([O:19][CH3:20])=[C:16]([CH3:18])[CH:17]=1.[C:22]([C:24]1[C:29]([C:30]([C:38]2[CH:43]=[CH:42][CH:41]=[C:40]([O:44][CH2:45][CH2:46][CH2:47][F:48])[CH:39]=2)=[N:31]S(C(C)(C)C)=O)=[CH:28][CH:27]=[CH:26][N:25]=1)#[N:23].C([O-])(O)=O.[Na+].Cl.[NH4+].[OH-]. (10) Given the product [CH3:1][O:2][C:3]1[CH:8]=[CH:7][CH:6]=[CH:5][C:4]=1[NH:9][C:10](=[O:27])[NH:11][C:12]1[CH:17]=[CH:16][C:15]([CH2:18][C:19]([OH:21])=[O:20])=[CH:14][C:13]=1[CH3:26], predict the reactants needed to synthesize it. The reactants are: [CH3:1][O:2][C:3]1[CH:8]=[CH:7][CH:6]=[CH:5][C:4]=1[NH:9][C:10](=[O:27])[NH:11][C:12]1[CH:17]=[CH:16][C:15]([CH2:18][C:19]([O:21]C(C)(C)C)=[O:20])=[CH:14][C:13]=1[CH3:26].FC(F)(F)C(O)=O.